From a dataset of Forward reaction prediction with 1.9M reactions from USPTO patents (1976-2016). Predict the product of the given reaction. Given the reactants [F:1][C:2]1[CH:27]=[CH:26][CH:25]=[C:24]([F:28])[C:3]=1[C:4]([NH:6][C:7](=[O:23])[N:8]([C:10]1[CH:15]=[CH:14][C:13]([S:16]([C:18]([F:21])([F:20])[F:19])=[O:17])=[CH:12][C:11]=1[F:22])[CH3:9])=[O:5].ClC1C=CC=C(C(OO)=[O:37])C=1, predict the reaction product. The product is: [F:1][C:2]1[CH:27]=[CH:26][CH:25]=[C:24]([F:28])[C:3]=1[C:4]([NH:6][C:7](=[O:23])[N:8]([C:10]1[CH:15]=[CH:14][C:13]([S:16]([C:18]([F:21])([F:20])[F:19])(=[O:37])=[O:17])=[CH:12][C:11]=1[F:22])[CH3:9])=[O:5].